From a dataset of Catalyst prediction with 721,799 reactions and 888 catalyst types from USPTO. Predict which catalyst facilitates the given reaction. (1) Reactant: [C:1]([O:5][C:6]([NH:8][C:9]([CH2:15][CH3:16])([CH2:13][CH3:14])[C:10](O)=[O:11])=[O:7])([CH3:4])([CH3:3])[CH3:2].[CH3:17][N:18](C(ON1N=NC2C=CC=CC1=2)=[N+](C)C)C.F[P-](F)(F)(F)(F)F.CCN(CC)CC.Cl.CN. Product: [CH3:17][NH:18][C:10]([C:9]([NH:8][C:6](=[O:7])[O:5][C:1]([CH3:4])([CH3:3])[CH3:2])([CH2:15][CH3:16])[CH2:13][CH3:14])=[O:11]. The catalyst class is: 18. (2) Reactant: [NH2:1][C:2]1[CH:7]=[CH:6][C:5]([F:8])=[C:4]([F:9])[C:3]=1[NH2:10].[C:11](=S)=[S:12]. Product: [F:8][C:5]1[CH:6]=[CH:7][C:2]2[N:1]=[C:11]([SH:12])[NH:10][C:3]=2[C:4]=1[F:9]. The catalyst class is: 8. (3) Reactant: [N+:1]([C:4]1[CH:17]=[CH:16][C:7]([CH2:8][N:9]2[CH2:14][CH2:13][CH2:12][CH:11]([OH:15])[CH2:10]2)=[C:6]([C:18]([F:21])([F:20])[F:19])[CH:5]=1)([O-:3])=[O:2].N1C=CN=C1.[CH3:27][C:28]([Si:31](Cl)([CH3:33])[CH3:32])(C)[CH3:29].C([O-])(O)=O.[Na+]. Product: [CH:28]([Si:31]([CH3:33])([CH3:32])[O:15][CH:11]1[CH2:12][CH2:13][CH2:14][N:9]([CH2:8][C:7]2[CH:16]=[CH:17][C:4]([N+:1]([O-:3])=[O:2])=[CH:5][C:6]=2[C:18]([F:21])([F:19])[F:20])[CH2:10]1)([CH3:29])[CH3:27]. The catalyst class is: 3. (4) Reactant: [CH2:1]([O:8][C:9]([N:11]1[CH2:21][CH2:20][C:14]2([CH:16]([C:17](O)=[O:18])[CH2:15]2)[CH2:13][CH2:12]1)=[O:10])[C:2]1[CH:7]=[CH:6][CH:5]=[CH:4][CH:3]=1.CN(C(ON1N=NC2C=CC=CC1=2)=[N+](C)C)C.F[P-](F)(F)(F)(F)F.CCN(C(C)C)C(C)C.[CH:55]1([N:61]2[CH2:66][CH2:65][NH:64][CH2:63][CH2:62]2)[CH2:60][CH2:59][CH2:58][CH2:57][CH2:56]1. Product: [CH2:1]([O:8][C:9]([N:11]1[CH2:12][CH2:13][C:14]2([CH:16]([C:17]([N:64]3[CH2:65][CH2:66][N:61]([CH:55]4[CH2:60][CH2:59][CH2:58][CH2:57][CH2:56]4)[CH2:62][CH2:63]3)=[O:18])[CH2:15]2)[CH2:20][CH2:21]1)=[O:10])[C:2]1[CH:7]=[CH:6][CH:5]=[CH:4][CH:3]=1. The catalyst class is: 3. (5) Reactant: [Br:1][C:2]1[CH:3]=[C:4]2[NH:10][C:9]([C:11]3[CH:16]=[C:15]([N+:17]([O-])=O)[CH:14]=[CH:13][C:12]=3[Cl:20])=[N:8][C:5]2=[N:6][CH:7]=1.O.O.Cl[Sn]Cl. Product: [Br:1][C:2]1[CH:3]=[C:4]2[NH:10][C:9]([C:11]3[CH:16]=[C:15]([CH:14]=[CH:13][C:12]=3[Cl:20])[NH2:17])=[N:8][C:5]2=[N:6][CH:7]=1. The catalyst class is: 8. (6) Reactant: [OH:1][C:2]1[CH:9]=[C:8]([CH3:10])[C:5]([CH:6]=[O:7])=[C:4]([CH3:11])[CH:3]=1.Cl[CH2:13][C:14]([N:16]([CH3:18])[CH3:17])=[O:15].C([O-])([O-])=O.[K+].[K+].O. Product: [CH:6]([C:5]1[C:4]([CH3:11])=[CH:3][C:2]([O:1][CH2:13][C:14]([N:16]([CH3:18])[CH3:17])=[O:15])=[CH:9][C:8]=1[CH3:10])=[O:7]. The catalyst class is: 3. (7) Product: [Cl:25][C:24]1[CH:23]=[N:22][CH:21]=[C:20]([Cl:26])[C:19]=1[CH2:18][C@@H:17]([C:27]1[CH:32]=[CH:31][C:30]([O:33][CH3:34])=[C:29]([O:35][CH3:36])[CH:28]=1)[OH:16]. The catalyst class is: 24. Reactant: COC1C=C2C(=CC=1)C=C([C@@H](C)C([O:16][C@H:17]([C:27]1[CH:32]=[CH:31][C:30]([O:33][CH3:34])=[C:29]([O:35][CH3:36])[CH:28]=1)[CH2:18][C:19]1[C:24]([Cl:25])=[CH:23][N:22]=[CH:21][C:20]=1[Cl:26])=O)C=C2.C1(C)C=CC=CC=1.CC(C)([O-])C.[K+].